From a dataset of Catalyst prediction with 721,799 reactions and 888 catalyst types from USPTO. Predict which catalyst facilitates the given reaction. (1) Reactant: [CH3:1][C:2]1[O:6][N:5]=[C:4]([C:7]2[CH:12]=[CH:11][CH:10]=[CH:9][CH:8]=2)[C:3]=1[C:13]([OH:15])=O.[S:16]1[CH:20]=[CH:19][CH:18]=[C:17]1[C:21]([NH:23][NH2:24])=O.[Cl-].ClC1N(C)C=C[N+]=1C.C(N(CC)CC)C. The catalyst class is: 4. Product: [CH3:1][C:2]1[O:6][N:5]=[C:4]([C:7]2[CH:8]=[CH:9][CH:10]=[CH:11][CH:12]=2)[C:3]=1[C:13]1[O:15][C:21]([C:17]2[S:16][CH:20]=[CH:19][CH:18]=2)=[N:23][N:24]=1. (2) Reactant: C(OC([N:8]1[CH2:13][CH2:12][C:11](=[N:14][O:15][CH3:16])[CH2:10][CH2:9]1)=O)(C)(C)C.[ClH:17].O1CCOCC1. Product: [ClH:17].[CH3:16][O:15][N:14]=[C:11]1[CH2:12][CH2:13][NH:8][CH2:9][CH2:10]1. The catalyst class is: 5. (3) Reactant: Cl.[C:2]1([C:8]2[O:9][C:10]3[CH2:11][NH:12][CH2:13][CH2:14][C:15]=3[N:16]=2)[CH:7]=[CH:6][CH:5]=[CH:4][CH:3]=1.CN(C(ON1N=N[C:27]2[CH:28]=[CH:29][CH:30]=N[C:26]1=2)=[N+](C)C)C.F[P-](F)(F)(F)(F)F.O.[C:42]([O-:45])([O-])=[O:43].[K+].[K+].CN([CH:51]=[O:52])C. Product: [CH:28]1([CH:27]([C:51]([N:12]2[CH2:13][CH2:14][C:15]3[N:16]=[C:8]([C:2]4[CH:3]=[CH:4][CH:5]=[CH:6][CH:7]=4)[O:9][C:10]=3[CH2:11]2)=[O:52])[CH2:26][C:42]([O:45][C:2]([CH3:8])([CH3:7])[CH3:3])=[O:43])[CH2:29][CH2:30]1. The catalyst class is: 4. (4) Reactant: [CH2:1]([O:5][C:6](=[O:21])[CH2:7][CH:8]1[C:17]2[C:12](=[C:13]([CH3:20])[C:14]([O:18]C)=[CH:15][CH:16]=2)[CH2:11][CH2:10][NH:9]1)[CH2:2][CH2:3][CH3:4].B(Br)(Br)Br.C(O)C. Product: [CH2:1]([O:5][C:6](=[O:21])[CH2:7][CH:8]1[C:17]2[C:12](=[C:13]([CH3:20])[C:14]([OH:18])=[CH:15][CH:16]=2)[CH2:11][CH2:10][NH:9]1)[CH2:2][CH2:3][CH3:4]. The catalyst class is: 4. (5) Reactant: Cl[C:2]1[N:3]=[N:4][C:5]([CH3:25])=[C:6]([C:17]2[CH:22]=[CH:21][C:20]([C:23]#[CH:24])=[CH:19][CH:18]=2)[C:7]=1[C:8]1[C:13]([F:14])=[CH:12][C:11](F)=[CH:10][C:9]=1[F:16].[CH3:26][O-:27].[Na+].[O:29]1[CH2:33]CCC1. Product: [F:16][C:9]1[CH:10]=[C:11]([O:27][CH3:26])[CH:12]=[C:13]([F:14])[C:8]=1[C:7]1[C:6]([C:17]2[CH:22]=[CH:21][C:20]([C:23]#[CH:24])=[CH:19][CH:18]=2)=[C:5]([CH3:25])[N:4]=[N:3][C:2]=1[O:29][CH3:33]. The catalyst class is: 6. (6) Reactant: [CH3:1][O:2][C:3](=[O:35])[C:4]1[CH:9]=[C:8]([CH2:10][N:11]([CH2:23][C:24]2[CH:29]=[CH:28][C:27]([Cl:30])=[C:26]([Cl:31])[CH:25]=2)[S:12]([C:15]2[CH:20]=[CH:19][CH:18]=[CH:17][C:16]=2[O:21][CH3:22])(=[O:14])=[O:13])[CH:7]=[CH:6][C:5]=1[N+:32]([O-])=O.O.Cl. Product: [NH2:32][C:5]1[CH:6]=[CH:7][C:8]([CH2:10][N:11]([CH2:23][C:24]2[CH:29]=[CH:28][C:27]([Cl:30])=[C:26]([Cl:31])[CH:25]=2)[S:12]([C:15]2[CH:20]=[CH:19][CH:18]=[CH:17][C:16]=2[O:21][CH3:22])(=[O:14])=[O:13])=[CH:9][C:4]=1[C:3]([O:2][CH3:1])=[O:35]. The catalyst class is: 679. (7) Reactant: [F:8][C:7]([F:10])([F:9])[C:6](O[C:6](=O)[C:7]([F:10])([F:9])[F:8])=O.[N+:14]([C:17]1[CH:22]=[CH:21][C:20]([C:23](=[NH:26])[NH:24][NH2:25])=[CH:19][CH:18]=1)([O-:16])=[O:15].C(#N)C. Product: [N+:14]([C:17]1[CH:18]=[CH:19][C:20]([C:23]2[NH:24][N:25]=[C:6]([C:7]([F:8])([F:9])[F:10])[N:26]=2)=[CH:21][CH:22]=1)([O-:16])=[O:15]. The catalyst class is: 4. (8) Reactant: [N:1]1([C:7]([O:9][C:10]([CH3:13])([CH3:12])[CH3:11])=[O:8])[CH2:6][CH2:5][NH:4][CH2:3][CH2:2]1.C([O-])([O-])=O.[K+].[K+].[F:20][CH2:21][CH2:22]I. Product: [F:20][CH2:21][CH2:22][N:4]1[CH2:5][CH2:6][N:1]([C:7]([O:9][C:10]([CH3:13])([CH3:12])[CH3:11])=[O:8])[CH2:2][CH2:3]1. The catalyst class is: 1. (9) The catalyst class is: 170. Reactant: [Cl:1][C:2]1[C:3]([N:8]2[C:12]([C:13]3[O:26][C:25](=[O:27])[C:24]4[C:23]5[C:18](=[CH:19][CH:20]=[CH:21][N:22]=5)[CH:17]=[CH:16][C:15]=4[N:14]=3)=[CH:11][C:10]([C:28]([F:31])([F:30])[F:29])=[N:9]2)=[N:4][CH:5]=[CH:6][CH:7]=1.C(#N)C.O.[CH:36]([NH2:39])([CH3:38])[CH3:37]. Product: [CH:36]([NH:39][C:25]([C:24]1[C:15]([NH:14][C:13]([C:12]2[N:8]([C:3]3[C:2]([Cl:1])=[CH:7][CH:6]=[CH:5][N:4]=3)[N:9]=[C:10]([C:28]([F:31])([F:29])[F:30])[CH:11]=2)=[O:26])=[CH:16][CH:17]=[C:18]2[C:23]=1[N:22]=[CH:21][CH:20]=[CH:19]2)=[O:27])([CH3:38])[CH3:37]. (10) Reactant: [H-].[Na+].[F:3][C:4]1[C:9]([C:10]2[NH:14][CH:13]=[C:12]([CH2:15][N:16]([CH3:24])[C:17](=[O:23])[O:18][C:19]([CH3:22])([CH3:21])[CH3:20])[C:11]=2[F:25])=[CH:8][CH:7]=[CH:6][N:5]=1.C1OCCOCCOCCOCCOC1.[S:41]1[CH:45]=[CH:44][C:43]([S:46](Cl)(=[O:48])=[O:47])=[CH:42]1. Product: [F:25][C:11]1[C:12]([CH2:15][N:16]([CH3:24])[C:17](=[O:23])[O:18][C:19]([CH3:21])([CH3:22])[CH3:20])=[CH:13][N:14]([S:46]([C:43]2[CH:44]=[CH:45][S:41][CH:42]=2)(=[O:48])=[O:47])[C:10]=1[C:9]1[C:4]([F:3])=[N:5][CH:6]=[CH:7][CH:8]=1. The catalyst class is: 30.